Predict the product of the given reaction. From a dataset of Forward reaction prediction with 1.9M reactions from USPTO patents (1976-2016). (1) Given the reactants Br[C:2]1[CH:7]=[C:6]([CH3:8])[N:5]=[C:4]([N+:9]([O-:11])=[O:10])[C:3]=1[OH:12].[CH3:13][O-:14].[Na+], predict the reaction product. The product is: [CH3:13][O:14][C:2]1[CH:7]=[C:6]([CH3:8])[N:5]=[C:4]([N+:9]([O-:11])=[O:10])[C:3]=1[OH:12]. (2) Given the reactants [CH3:1][C:2]([C:4]1[CH:12]=[CH:11][C:9](O)=[C:6]([O:7][CH3:8])[CH:5]=1)=[O:3].C1C=CC(N(S(C(F)(F)F)(=O)=O)S(C(F)(F)F)(=O)=O)=CC=1.C(=O)([O-])[O-].[K+].[K+].[CH3:40][O:41][C:42]1[C:47](B(O)O)=[CH:46][CH:45]=[CH:44][N:43]=1, predict the reaction product. The product is: [CH3:8][O:7][C:6]1[CH:5]=[C:4]([C:2](=[O:3])[CH3:1])[CH:12]=[CH:11][C:9]=1[C:47]1[C:42]([O:41][CH3:40])=[N:43][CH:44]=[CH:45][CH:46]=1. (3) Given the reactants [Al].[CH3:2][CH:3]([CH2:20][CH2:21][CH2:22][CH:23]([CH3:25])[CH3:24])[CH2:4][CH2:5][O:6][C:7]1[CH:19]=[CH:18][C:17]2[C:16]3[C:11](=[CH:12][CH:13]=[CH:14][CH:15]=3)[NH:10][C:9]=2[CH:8]=1.[Br:26]N1C(=O)CCC1=O, predict the reaction product. The product is: [Br:26][C:19]1[C:7]([O:6][CH2:5][CH2:4][CH:3]([CH3:2])[CH2:20][CH2:21][CH2:22][CH:23]([CH3:25])[CH3:24])=[CH:8][C:9]2[NH:10][C:11]3[C:16]([C:17]=2[CH:18]=1)=[CH:15][CH:14]=[CH:13][CH:12]=3. (4) Given the reactants Cl[C:2]1[N:7]=[C:6]2[N:8]([CH3:16])[C:9](=[O:15])[N:10]([CH2:11][CH:12]3[CH2:14][CH2:13]3)[C:5]2=[CH:4][CH:3]=1.[CH:17](/B(O)O)=[CH:18]\[CH3:19].[CH:23](NC(C)C)(C)C, predict the reaction product. The product is: [CH3:23][C:12]([CH3:13])([CH3:14])[CH2:11][N:10]1[C:5]2[C:6](=[N:7][C:2](/[CH:17]=[CH:18]/[CH3:19])=[CH:3][CH:4]=2)[N:8]([CH3:16])[C:9]1=[O:15]. (5) Given the reactants [CH3:1][S:2](Cl)(=[O:4])=[O:3].[NH:6]1[CH2:16][CH2:15][CH2:14][CH2:13][CH:7]1[C:8]([O:10][CH2:11][CH3:12])=[O:9].C(N(CC)CC)C, predict the reaction product. The product is: [CH3:1][S:2]([N:6]1[CH2:16][CH2:15][CH2:14][CH2:13][CH:7]1[C:8]([O:10][CH2:11][CH3:12])=[O:9])(=[O:4])=[O:3]. (6) The product is: [CH2:1]([C:3]1[CH:4]=[CH:5][C:6]([CH:9]2[CH2:10][CH:11]([C:22]3[O:23][N:35]=[C:32]([C:27]4[CH:28]=[CH:29][CH:30]=[CH:31][C:26]=4[F:25])[N:33]=3)[CH2:12][N:13]([C:15]([N:17]3[CH2:21][CH2:20][CH2:19][CH2:18]3)=[O:16])[CH2:14]2)=[CH:7][CH:8]=1)[CH3:2]. Given the reactants [CH2:1]([C:3]1[CH:8]=[CH:7][C:6]([CH:9]2[CH2:14][N:13]([C:15]([N:17]3[CH2:21][CH2:20][CH2:19][CH2:18]3)=[O:16])[CH2:12][CH:11]([C:22](O)=[O:23])[CH2:10]2)=[CH:5][CH:4]=1)[CH3:2].[F:25][C:26]1[CH:31]=[CH:30][CH:29]=[CH:28][C:27]=1[C:32](=[NH:35])[NH:33]O, predict the reaction product. (7) The product is: [CH3:21][C:22]([NH:23][C:12]([C:10]1[CH:9]=[CH:8][C:7]([CH:15]2[CH2:20][CH2:19][O:18][CH2:17][CH2:16]2)=[C:6]([O:5][CH2:4][CH:1]2[CH2:2][CH2:3]2)[N:11]=1)=[O:14])([C:24]1[N:28]=[C:27]([CH3:29])[O:26][N:25]=1)[CH3:30]. Given the reactants [CH:1]1([CH2:4][O:5][C:6]2[N:11]=[C:10]([C:12]([OH:14])=O)[CH:9]=[CH:8][C:7]=2[CH:15]2[CH2:20][CH2:19][O:18][CH2:17][CH2:16]2)[CH2:3][CH2:2]1.[CH3:21][C:22]([CH3:30])([C:24]1[N:28]=[C:27]([CH3:29])[O:26][N:25]=1)[NH2:23], predict the reaction product.